Predict which catalyst facilitates the given reaction. From a dataset of Catalyst prediction with 721,799 reactions and 888 catalyst types from USPTO. Reactant: [Br:1][C:2]1[N:7]=[CH:6][C:5]2[CH:8]=[C:9]([C:11]3[O:15][CH:14]=[N:13][CH:12]=3)[NH:10][C:4]=2[CH:3]=1.[Cl:16]N1C(=O)CCC1=O. Product: [Br:1][C:2]1[N:7]=[CH:6][C:5]2[C:8]([Cl:16])=[C:9]([C:11]3[O:15][CH:14]=[N:13][CH:12]=3)[NH:10][C:4]=2[CH:3]=1. The catalyst class is: 39.